From a dataset of Reaction yield outcomes from USPTO patents with 853,638 reactions. Predict the reaction yield, written as a fraction of the theoretical maximum amount of product (1.0 means a 100% yield; for example, 0.34 means a 34% yield). (1) The reactants are [C:1]([CH:4]1[CH2:9][N:8]([C:10]2[C:19]3[C:14](=[CH:15][C:16]([Cl:27])=[C:17]([C:20]4[CH:25]=[CH:24][C:23]([Cl:26])=[CH:22][CH:21]=4)[CH:18]=3)[N:13]=[C:12]([CH3:28])[N:11]=2)[CH2:7][CH2:6][N:5]1[C:29]([O:31][C:32]([CH3:35])([CH3:34])[CH3:33])=[O:30])(=O)[NH2:2].CCN(CC)CC.C(OC(C(F)(F)F)=O)(C(F)(F)F)=O. The catalyst is C(Cl)Cl. The product is [Cl:27][C:16]1[CH:15]=[C:14]2[C:19]([C:10]([N:8]3[CH2:7][CH2:6][N:5]([C:29]([O:31][C:32]([CH3:35])([CH3:33])[CH3:34])=[O:30])[CH:4]([C:1]#[N:2])[CH2:9]3)=[N:11][C:12]([CH3:28])=[N:13]2)=[CH:18][C:17]=1[C:20]1[CH:25]=[CH:24][C:23]([Cl:26])=[CH:22][CH:21]=1. The yield is 0.600. (2) The reactants are [CH2:1]1[C:4]2([CH2:7][N:6]([C:8]3[N:13]=[C:12](C(O)=O)[CH:11]=[CH:10][CH:9]=3)[CH2:5]2)[CH2:3][O:2]1.CC[N:19]([CH2:22]C)CC.C1C=CC(P(N=[N+]=[N-])(C2C=CC=CC=2)=[O:31])=CC=1.[CH3:41][C:42]([OH:45])([CH3:44])[CH3:43]. No catalyst specified. The product is [CH2:3]1[C:4]2([CH2:5][N:6]([C:8]3[N:13]=[C:12]([NH:19][C:22](=[O:31])[O:45][C:42]([CH3:44])([CH3:43])[CH3:41])[CH:11]=[CH:10][CH:9]=3)[CH2:7]2)[CH2:1][O:2]1. The yield is 0.700. (3) The reactants are [OH:1][C:2]1[CH:7]=[CH:6][C:5]([CH2:8][CH2:9][CH2:10][OH:11])=[CH:4][CH:3]=1.[H-].[Na+].Br[CH2:15][CH2:16][CH2:17][CH2:18][CH2:19][C:20]#[N:21]. The yield is 0.300. The catalyst is CN(C=O)C. The product is [C:20]([CH2:19][CH2:18][CH2:17][CH2:16][CH2:15][O:1][C:2]1[CH:3]=[CH:4][C:5]([CH2:8][CH2:9][CH2:10][O:11][CH2:15][CH2:16][CH2:17][CH2:18][CH2:19][C:20]#[N:21])=[CH:6][CH:7]=1)#[N:21]. (4) The yield is 0.100. The catalyst is CN(C=O)C.C(OCC)(=O)C.[Cu](I)I. The reactants are Br[C:2]1[N:7]=[CH:6][C:5]2[N:8]=[C:9]([C:13]3[C:14]([NH2:18])=[N:15][O:16][N:17]=3)[N:10]([CH2:11][CH3:12])[C:4]=2[CH:3]=1.[CH2:19]([NH2:26])[C:20]1[CH:25]=[CH:24][CH:23]=[CH:22][CH:21]=1.OC1C=CC=CC=1C(OC1C=CC=CC=1)=O.C(=O)([O-])[O-].[K+].[K+]. The product is [NH2:18][C:14]1[C:13]([C:9]2[N:10]([CH2:11][CH3:12])[C:4]3[CH:3]=[C:2]([NH:26][CH2:19][C:20]4[CH:25]=[CH:24][CH:23]=[CH:22][CH:21]=4)[N:7]=[CH:6][C:5]=3[N:8]=2)=[N:17][O:16][N:15]=1.